This data is from M1 muscarinic receptor antagonist screen with 61,756 compounds. The task is: Binary Classification. Given a drug SMILES string, predict its activity (active/inactive) in a high-throughput screening assay against a specified biological target. The drug is O=c1n(n(c(c1n1cc(cc(c1=O)C#N)C(=O)c1c(O)ccc(OC)c1)C)C)c1ccccc1. The result is 0 (inactive).